Predict the reactants needed to synthesize the given product. From a dataset of Full USPTO retrosynthesis dataset with 1.9M reactions from patents (1976-2016). Given the product [F:2][C:3]1[C:8]([F:9])=[C:7]([F:10])[CH:6]=[CH:5][C:4]=1[C:24]1([OH:27])[CH2:23][CH2:22][CH:21]([C@H:18]2[CH2:19][CH2:20][C@H:15]([CH2:12][CH2:13][CH3:14])[CH2:16][CH2:17]2)[CH2:26][CH2:25]1, predict the reactants needed to synthesize it. The reactants are: [Mg].[F:2][C:3]1[C:8]([F:9])=[C:7]([F:10])[CH:6]=[CH:5][C:4]=1Br.[CH2:12]([C@H:15]1[CH2:20][CH2:19][C@H:18]([CH:21]2[CH2:26][CH2:25][C:24](=[O:27])[CH2:23][CH2:22]2)[CH2:17][CH2:16]1)[CH2:13][CH3:14].Cl.